This data is from NCI-60 drug combinations with 297,098 pairs across 59 cell lines. The task is: Regression. Given two drug SMILES strings and cell line genomic features, predict the synergy score measuring deviation from expected non-interaction effect. (1) Drug 1: CS(=O)(=O)C1=CC(=C(C=C1)C(=O)NC2=CC(=C(C=C2)Cl)C3=CC=CC=N3)Cl. Drug 2: CN1CCC(CC1)COC2=C(C=C3C(=C2)N=CN=C3NC4=C(C=C(C=C4)Br)F)OC. Cell line: CAKI-1. Synergy scores: CSS=38.3, Synergy_ZIP=8.46, Synergy_Bliss=7.69, Synergy_Loewe=-36.3, Synergy_HSA=8.98. (2) Drug 1: CNC(=O)C1=NC=CC(=C1)OC2=CC=C(C=C2)NC(=O)NC3=CC(=C(C=C3)Cl)C(F)(F)F. Drug 2: CN1C2=C(C=C(C=C2)N(CCCl)CCCl)N=C1CCCC(=O)O.Cl. Cell line: SK-MEL-5. Synergy scores: CSS=-1.86, Synergy_ZIP=3.21, Synergy_Bliss=4.67, Synergy_Loewe=-1.05, Synergy_HSA=-0.190. (3) Drug 1: CC1C(C(=O)NC(C(=O)N2CCCC2C(=O)N(CC(=O)N(C(C(=O)O1)C(C)C)C)C)C(C)C)NC(=O)C3=C4C(=C(C=C3)C)OC5=C(C(=O)C(=C(C5=N4)C(=O)NC6C(OC(=O)C(N(C(=O)CN(C(=O)C7CCCN7C(=O)C(NC6=O)C(C)C)C)C)C(C)C)C)N)C. Drug 2: CC=C1C(=O)NC(C(=O)OC2CC(=O)NC(C(=O)NC(CSSCCC=C2)C(=O)N1)C(C)C)C(C)C. Cell line: NCI-H460. Synergy scores: CSS=28.6, Synergy_ZIP=0.675, Synergy_Bliss=0.0373, Synergy_Loewe=-33.4, Synergy_HSA=-1.77. (4) Drug 1: C1=C(C(=O)NC(=O)N1)F. Drug 2: CC(C)NC(=O)C1=CC=C(C=C1)CNNC.Cl. Cell line: SK-MEL-2. Synergy scores: CSS=24.8, Synergy_ZIP=0.236, Synergy_Bliss=-1.04, Synergy_Loewe=-12.7, Synergy_HSA=-3.95. (5) Drug 1: CN1CCC(CC1)COC2=C(C=C3C(=C2)N=CN=C3NC4=C(C=C(C=C4)Br)F)OC. Drug 2: C1=CC(=C2C(=C1NCCNCCO)C(=O)C3=C(C=CC(=C3C2=O)O)O)NCCNCCO. Cell line: CAKI-1. Synergy scores: CSS=77.1, Synergy_ZIP=11.6, Synergy_Bliss=10.0, Synergy_Loewe=12.8, Synergy_HSA=16.2.